The task is: Predict the product of the given reaction.. This data is from Forward reaction prediction with 1.9M reactions from USPTO patents (1976-2016). (1) The product is: [Cl:25][C:22]1[CH:23]=[CH:24][C:19]([S:18][CH2:17][C:14]2[CH:13]=[CH:12][C:11]([C:9]([NH:8][CH2:7][C:6]([OH:41])=[O:5])=[O:10])=[CH:16][CH:15]=2)=[C:20]([NH:26][S:27]([C:30]2[CH:35]=[CH:34][C:33]([Cl:36])=[C:32]([C:37]([F:38])([F:39])[F:40])[CH:31]=2)(=[O:29])=[O:28])[CH:21]=1. Given the reactants C([O:5][C:6](=[O:41])[CH2:7][NH:8][C:9]([C:11]1[CH:16]=[CH:15][C:14]([CH2:17][S:18][C:19]2[CH:24]=[CH:23][C:22]([Cl:25])=[CH:21][C:20]=2[NH:26][S:27]([C:30]2[CH:35]=[CH:34][C:33]([Cl:36])=[C:32]([C:37]([F:40])([F:39])[F:38])[CH:31]=2)(=[O:29])=[O:28])=[CH:13][CH:12]=1)=[O:10])(C)(C)C, predict the reaction product. (2) Given the reactants Br[CH2:2][CH2:3][O:4][C:5]1[CH:10]=[CH:9][C:8]([N:11]2[CH:16]=[CH:15][C:14]([O:17][CH2:18][C:19]3[CH:24]=[CH:23][C:22]([Cl:25])=[CH:21][N:20]=3)=[CH:13][C:12]2=[O:26])=[CH:7][CH:6]=1.[Si:27]([O:34][C@H:35]1[CH2:39][CH2:38][NH:37][CH2:36]1)([C:30]([CH3:33])([CH3:32])[CH3:31])([CH3:29])[CH3:28].C(N(C(C)C)C(C)C)C.CN(C=O)C, predict the reaction product. The product is: [Si:27]([O:34][C@H:35]1[CH2:39][CH2:38][N:37]([CH2:2][CH2:3][O:4][C:5]2[CH:10]=[CH:9][C:8]([N:11]3[CH:16]=[CH:15][C:14]([O:17][CH2:18][C:19]4[CH:24]=[CH:23][C:22]([Cl:25])=[CH:21][N:20]=4)=[CH:13][C:12]3=[O:26])=[CH:7][CH:6]=2)[CH2:36]1)([C:30]([CH3:33])([CH3:32])[CH3:31])([CH3:29])[CH3:28]. (3) Given the reactants [CH3:1][O:2][C:3]1[CH:8]=[CH:7][C:6]([C:9]2[O:10][C:11]3[C:12](=[C:14]([C:18](O)=[O:19])[CH:15]=[CH:16][CH:17]=3)[N:13]=2)=[C:5]([CH3:21])[CH:4]=1.Cl.C(N=C=NCCCN(C)C)C.ON1C2C=CC=CC=2N=N1.Cl.Cl.[NH2:46][C@H:47]1[CH:52]2[CH2:53][CH2:54][N:49]([CH2:50][CH2:51]2)[CH2:48]1.C(N(CC)CC)C, predict the reaction product. The product is: [N:49]12[CH2:54][CH2:53][CH:52]([CH2:51][CH2:50]1)[C@H:47]([NH:46][C:18]([C:14]1[CH:15]=[CH:16][CH:17]=[C:11]3[O:10][C:9]([C:6]4[CH:7]=[CH:8][C:3]([O:2][CH3:1])=[CH:4][C:5]=4[CH3:21])=[N:13][C:12]=13)=[O:19])[CH2:48]2. (4) Given the reactants Br[C:2]1[CH:11]=[C:10]2[C:5]([CH2:6][CH:7]([CH3:26])[N:8]([C:12]3[CH:17]=[C:16]([N:18]4[CH2:23][CH2:22][N:21]([CH3:24])[CH2:20][CH2:19]4)[N:15]=[C:14]([NH2:25])[N:13]=3)[CH2:9]2)=[CH:4][CH:3]=1.[CH3:27][O:28][CH2:29][CH2:30][N:31]1[CH:35]=[C:34](B2OC(C)(C)C(C)(C)O2)[CH:33]=[N:32]1.C(=O)(O)[O-].[Na+], predict the reaction product. The product is: [CH3:27][O:28][CH2:29][CH2:30][N:31]1[CH:35]=[C:34]([C:2]2[CH:11]=[C:10]3[C:5]([CH2:6][CH:7]([CH3:26])[N:8]([C:12]4[CH:17]=[C:16]([N:18]5[CH2:19][CH2:20][N:21]([CH3:24])[CH2:22][CH2:23]5)[N:15]=[C:14]([NH2:25])[N:13]=4)[CH2:9]3)=[CH:4][CH:3]=2)[CH:33]=[N:32]1. (5) Given the reactants [NH2:1][CH2:2][C:3]1[C:12]([NH2:13])=[C:11]2[C:6]([CH:7]=[CH:8][CH:9]=[N:10]2)=[CH:5][CH:4]=1.N1([S:19](N2C=C[N+](C)=C2)(=[O:21])=[O:20])C=CN=C1.FC(F)(F)S([O-])(=O)=O, predict the reaction product. The product is: [CH2:2]1[C:3]2[CH:4]=[CH:5][C:6]3[C:11](=[N:10][CH:9]=[CH:8][CH:7]=3)[C:12]=2[NH:13][S:19](=[O:21])(=[O:20])[NH:1]1. (6) Given the reactants [Cl:1][C:2]1[CH:3]=[N:4][C:5]2[N:6]([N:8]=[C:9]([C:11]([OH:13])=O)[CH:10]=2)[CH:7]=1.[Br:14][C:15]1[CH:16]=[C:17]([C:21]2[CH2:22][CH2:23][NH:24][CH2:25][CH:26]=2)[CH:18]=[CH:19][CH:20]=1, predict the reaction product. The product is: [Br:14][C:15]1[CH:16]=[C:17]([C:21]2[CH2:26][CH2:25][N:24]([C:11]([C:9]3[CH:10]=[C:5]4[N:4]=[CH:3][C:2]([Cl:1])=[CH:7][N:6]4[N:8]=3)=[O:13])[CH2:23][CH:22]=2)[CH:18]=[CH:19][CH:20]=1.